Task: Regression. Given two drug SMILES strings and cell line genomic features, predict the synergy score measuring deviation from expected non-interaction effect.. Dataset: NCI-60 drug combinations with 297,098 pairs across 59 cell lines (1) Drug 1: CN1CCC(CC1)COC2=C(C=C3C(=C2)N=CN=C3NC4=C(C=C(C=C4)Br)F)OC. Drug 2: C1=NC2=C(N=C(N=C2N1C3C(C(C(O3)CO)O)O)F)N. Cell line: CCRF-CEM. Synergy scores: CSS=39.3, Synergy_ZIP=-2.46, Synergy_Bliss=-6.24, Synergy_Loewe=-27.8, Synergy_HSA=-6.53. (2) Drug 1: CC12CCC3C(C1CCC2O)C(CC4=C3C=CC(=C4)O)CCCCCCCCCS(=O)CCCC(C(F)(F)F)(F)F. Drug 2: COC1=C2C(=CC3=C1OC=C3)C=CC(=O)O2. Cell line: M14. Synergy scores: CSS=-13.3, Synergy_ZIP=9.25, Synergy_Bliss=8.25, Synergy_Loewe=-4.20, Synergy_HSA=-4.50. (3) Drug 1: CC1C(C(=O)NC(C(=O)N2CCCC2C(=O)N(CC(=O)N(C(C(=O)O1)C(C)C)C)C)C(C)C)NC(=O)C3=C4C(=C(C=C3)C)OC5=C(C(=O)C(=C(C5=N4)C(=O)NC6C(OC(=O)C(N(C(=O)CN(C(=O)C7CCCN7C(=O)C(NC6=O)C(C)C)C)C)C(C)C)C)N)C. Drug 2: CC12CCC3C(C1CCC2O)C(CC4=C3C=CC(=C4)O)CCCCCCCCCS(=O)CCCC(C(F)(F)F)(F)F. Cell line: UACC62. Synergy scores: CSS=17.1, Synergy_ZIP=35.2, Synergy_Bliss=35.1, Synergy_Loewe=28.7, Synergy_HSA=29.3. (4) Drug 1: C1CCN(CC1)CCOC2=CC=C(C=C2)C(=O)C3=C(SC4=C3C=CC(=C4)O)C5=CC=C(C=C5)O. Drug 2: C1=NC2=C(N=C(N=C2N1C3C(C(C(O3)CO)O)O)F)N. Cell line: NCI-H322M. Synergy scores: CSS=-2.45, Synergy_ZIP=5.34, Synergy_Bliss=5.16, Synergy_Loewe=1.62, Synergy_HSA=0.232.